From a dataset of Catalyst prediction with 721,799 reactions and 888 catalyst types from USPTO. Predict which catalyst facilitates the given reaction. (1) Reactant: [Br:1][C:2]1[CH:3]=[C:4]2[C:8](=[CH:9][C:10]=1[N+:11]([O-:13])=[O:12])[NH:7][N:6]=[CH:5]2.[OH-].[K+].C1C(=O)N([I:23])C(=O)C1.O. Product: [Br:1][C:2]1[CH:3]=[C:4]2[C:8](=[CH:9][C:10]=1[N+:11]([O-:13])=[O:12])[NH:7][N:6]=[C:5]2[I:23]. The catalyst class is: 3. (2) Reactant: C([C:3]1[C:8]2[O:9][CH:10]([CH2:13][O:14][S:15]([C:18]3[CH:23]=[CH:22][C:21]([CH3:24])=[CH:20][CH:19]=3)(=[O:17])=[O:16])[CH2:11][O:12][C:7]=2[CH:6]=[CH:5][CH:4]=1)=O.C1C=C(Cl)C=C(C(OO)=[O:33])C=1.[O-2].[Al+3].[O-2].[O-2].[Al+3]. Product: [OH:33][C:3]1[C:8]2[O:9][CH:10]([CH2:13][O:14][S:15]([C:18]3[CH:23]=[CH:22][C:21]([CH3:24])=[CH:20][CH:19]=3)(=[O:16])=[O:17])[CH2:11][O:12][C:7]=2[CH:6]=[CH:5][CH:4]=1. The catalyst class is: 61.